This data is from Full USPTO retrosynthesis dataset with 1.9M reactions from patents (1976-2016). The task is: Predict the reactants needed to synthesize the given product. (1) Given the product [NH2:30][C:31]1[S:35][C:34]([C:36]2[CH:41]=[C:40]([CH3:42])[CH:39]=[CH:38][C:37]=2[F:43])=[N:33][C:32]=1[C:44]([NH:1][C:2]1[CH:3]=[N:4][N:5]([CH3:22])[C:6]=1[N:7]1[CH2:13][CH2:12][C@@H:11]([F:14])[C@@H:10]([NH2:15])[CH2:9][CH2:8]1)=[O:45], predict the reactants needed to synthesize it. The reactants are: [NH2:1][C:2]1[CH:3]=[N:4][N:5]([CH3:22])[C:6]=1[N:7]1[CH2:13][CH2:12][CH:11]([F:14])[CH:10]([NH:15]C(=O)C(F)(F)F)[CH2:9][CH2:8]1.C(OC([NH:30][C:31]1[S:35][C:34]([C:36]2[CH:41]=[C:40]([CH3:42])[CH:39]=[CH:38][C:37]=2[F:43])=[N:33][C:32]=1[C:44](O)=[O:45])=O)(C)(C)C. (2) Given the product [O:3]1[C:8]2=[CH:9][CH:10]=[CH:11][C:7]2=[CH:6][C:5]([CH:12]2[CH2:17][CH2:16][CH2:15][CH2:14][N:13]2[CH2:18][CH2:19][C@H:20]2[CH2:21][CH2:22][C@H:23]([NH:26][C:37]([C:33]3[CH:32]=[C:31]4[C:36](=[CH:35][CH:34]=3)[N:27]=[CH:28][CH:29]=[CH:30]4)=[O:38])[CH2:24][CH2:25]2)=[CH:4]1, predict the reactants needed to synthesize it. The reactants are: Cl.Cl.[O:3]1[C:8]2=[CH:9][CH:10]=[CH:11][C:7]2=[CH:6][C:5]([CH:12]2[CH2:17][CH2:16][CH2:15][CH2:14][N:13]2[CH2:18][CH2:19][C@H:20]2[CH2:25][CH2:24][C@H:23]([NH2:26])[CH2:22][CH2:21]2)=[CH:4]1.[N:27]1[C:36]2[C:31](=[CH:32][C:33]([C:37](O)=[O:38])=[CH:34][CH:35]=2)[CH:30]=[CH:29][CH:28]=1. (3) Given the product [CH3:52][N:27]([CH3:26])[C:28]1[N:33]2[N:34]=[C:35]([CH3:37])[N:36]=[C:32]2[N:31]=[C:30]([C:38]2[CH:45]=[CH:44][C:41]([CH2:11][N:8]3[CH2:7][CH2:6][CH:5]([C:3]4[N:25]=[C:24]([C:19]5[CH:20]=[CH:21][CH:22]=[CH:23][N:18]=5)[NH:2][N:1]=4)[CH2:10][CH2:9]3)=[CH:40][CH:39]=2)[C:29]=1[C:46]1[CH:51]=[CH:50][CH:49]=[CH:48][CH:47]=1, predict the reactants needed to synthesize it. The reactants are: [NH:1]([C:3]([CH:5]1[CH2:10][CH2:9][N:8]([C:11](OC(C)(C)C)=O)[CH2:7][CH2:6]1)=O)[NH2:2].[N:18]1[CH:23]=[CH:22][CH:21]=[CH:20][C:19]=1[C:24]#[N:25].[CH3:26][N:27]([CH3:52])[C:28]1[N:33]2[N:34]=[C:35]([CH3:37])[N:36]=[C:32]2[N:31]=[C:30]([C:38]2[CH:45]=[CH:44][C:41](C=O)=[CH:40][CH:39]=2)[C:29]=1[C:46]1[CH:51]=[CH:50][CH:49]=[CH:48][CH:47]=1.[BH-](OC(C)=O)(OC(C)=O)OC(C)=O.[Na+]. (4) Given the product [CH3:3][N:5]([CH3:64])[CH:6]([C:58]1[CH:59]=[CH:60][CH:61]=[CH:62][CH:63]=1)[C:7]([N:9]1[CH2:13][CH2:12][CH2:11][C@H:10]1[C:14]1[NH:15][C:16]([C:19]2[CH:20]=[CH:21][C:22]3[C:31]4[C:26](=[C:27]5[CH:35]=[CH:34][C:33]([C:36]6[NH:40][C:39]([C@@H:41]7[CH2:45][CH2:44][CH2:43][N:42]7[C:46](=[O:56])[C@@H:47]([NH:51][C:52](=[O:55])[O:53][CH3:54])[CH:48]([CH3:50])[CH3:49])=[N:38][CH:37]=6)=[CH:32][C:28]5=[CH:29][CH:30]=4)[O:25][CH2:24][C:23]=3[CH:57]=2)=[CH:17][N:18]=1)=[O:8], predict the reactants needed to synthesize it. The reactants are: CO[C:3]([NH:5][C@H:6]([C:58]1[CH:63]=[CH:62][CH:61]=[CH:60][CH:59]=1)[C:7]([N:9]1[CH2:13][CH2:12][CH2:11][C@H:10]1[C:14]1[NH:15][C:16]([C:19]2[CH:20]=[CH:21][C:22]3[C:31]4[C:26](=[C:27]5[CH:35]=[CH:34][C:33]([C:36]6[NH:40][C:39]([C@@H:41]7[CH2:45][CH2:44][CH2:43][N:42]7[C:46](=[O:56])[C@@H:47]([NH:51][C:52](=[O:55])[O:53][CH3:54])[CH:48]([CH3:50])[CH3:49])=[N:38][CH:37]=6)=[CH:32][C:28]5=[CH:29][CH:30]=4)[O:25][CH2:24][C:23]=3[CH:57]=2)=[CH:17][N:18]=1)=[O:8])=O.[CH3:64]OC(N[C@H](C1C=CC=CC=1)C(O)=O)=O. (5) Given the product [N+:1]([C:4]1[CH:5]=[C:6]([CH:10]=[CH:11][C:12]=1[N+:13]([O-:15])=[O:14])[C:7]([NH:16][C:17]1[CH:22]=[C:21]([C:23]([F:25])([F:24])[F:26])[CH:20]=[CH:19][N:18]=1)=[O:8])([O-:3])=[O:2], predict the reactants needed to synthesize it. The reactants are: [N+:1]([C:4]1[CH:5]=[C:6]([CH:10]=[CH:11][C:12]=1[N+:13]([O-:15])=[O:14])[C:7](Cl)=[O:8])([O-:3])=[O:2].[NH2:16][C:17]1[CH:22]=[C:21]([C:23]([F:26])([F:25])[F:24])[CH:20]=[CH:19][N:18]=1. (6) Given the product [NH:1]1[C:5]2=[N:6][CH:7]=[CH:8][CH:9]=[C:4]2[C:3]([CH:10]=[C:11]2[C:12](=[O:30])[CH:13]=[C:14]([NH:16][C:17]3[CH:22]=[CH:21][C:20]([F:23])=[CH:19][C:18]=3[CH3:24])[O:15]2)=[CH:2]1, predict the reactants needed to synthesize it. The reactants are: [NH:1]1[C:5]2=[N:6][CH:7]=[CH:8][CH:9]=[C:4]2[C:3]([CH:10]=[C:11]2[O:15][C:14]([NH:16][C:17]3[CH:22]=[CH:21][C:20]([F:23])=[CH:19][C:18]=3[CH3:24])=[C:13](C(OCC)=O)[C:12]2=[O:30])=[CH:2]1.[OH-].[K+]. (7) Given the product [CH3:13][O:12][CH2:11][CH2:10][N:5]1[CH:6]=[CH:7][N:8]=[C:4]1[CH3:3], predict the reactants needed to synthesize it. The reactants are: [H-].[Na+].[CH3:3][C:4]1[NH:5][CH:6]=[CH:7][N:8]=1.Br[CH2:10][CH2:11][O:12][CH3:13].O.